This data is from Forward reaction prediction with 1.9M reactions from USPTO patents (1976-2016). The task is: Predict the product of the given reaction. (1) Given the reactants [C:1]([C:3]1[CH:4]=[C:5]([NH:9][C:10](=[O:22])[NH:11][C:12]2[CH:17]=[CH:16][C:15]([S:18](Cl)(=[O:20])=[O:19])=[CH:14][CH:13]=2)[CH:6]=[CH:7][CH:8]=1)#[N:2].[F:23][C:24]1[C:31]([F:32])=[CH:30][CH:29]=[C:28]([F:33])[C:25]=1[CH2:26][NH2:27].CCN(C(C)C)C(C)C, predict the reaction product. The product is: [C:1]([C:3]1[CH:4]=[C:5]([NH:9][C:10](=[O:22])[NH:11][C:12]2[CH:17]=[CH:16][C:15]([S:18]([NH:27][CH2:26][C:25]3[C:28]([F:33])=[CH:29][CH:30]=[C:31]([F:32])[C:24]=3[F:23])(=[O:20])=[O:19])=[CH:14][CH:13]=2)[CH:6]=[CH:7][CH:8]=1)#[N:2]. (2) Given the reactants [CH2:1]1[CH:23]2[NH:24][CH:3]([CH:4](C3C=CC(C(O)=O)=CC=3)[CH:5]3[NH:9][CH:8]([CH:10](C4C=CC(C(O)=O)=CC=4)[CH:11]4[NH:15][CH:14]([CH:16](C5C=CC(C(O)=O)=CC=5)[CH:17]5[NH:21][CH:20]([CH:22]2C2C=CC(C(O)=[O:32])=CC=2)[CH:19]=[CH:18]5)[CH2:13][CH2:12]4)[CH:7]=[CH:6]3)[CH2:2]1.[O-2:61].[O-2].[Ti+4:63].C1(C)C(C)=CC=CC=1, predict the reaction product. The product is: [C:5]12[CH:4]=[C:3]3[N:24]=[C:23]([CH:1]=[CH:2]3)[CH:22]=[C:20]3[NH:21][C:17]([CH:18]=[CH:19]3)=[CH:16][C:14]3=[N:15][C:11]([CH:12]=[CH:13]3)=[CH:10][C:8]([NH:9]1)=[CH:7][CH:6]=2.[O-2:32].[Ti+4:63].[O-2:61]. (3) Given the reactants C1C2C=CCCCC=2C=CC=1.[Cl:12][C:13]1[CH:14]=[C:15]([CH:20]=[CH:21][CH:22]=1)[C:16]([O:18]O)=[O:17], predict the reaction product. The product is: [Cl:12][C:13]1[CH:14]=[C:15]([CH:20]=[CH:21][CH:22]=1)[C:16]([OH:18])=[O:17]. (4) Given the reactants [F:1][C:2]1[CH:7]=[CH:6][CH:5]=[CH:4][C:3]=1[CH:8]1[CH2:13][CH2:12][N:11]([C:14]2[C:15]([C:22]([F:25])([F:24])[F:23])=[C:16]([NH:20][NH2:21])[N:17]=[N:18][CH:19]=2)[CH2:10][CH2:9]1.C1COCC1.C(=O)(O)[O-].[Na+].[CH:36]1([CH2:39][C:40](Cl)=[O:41])[CH2:38][CH2:37]1, predict the reaction product. The product is: [CH:36]1([CH2:39][C:40]([NH:21][NH:20][C:16]2[N:17]=[N:18][CH:19]=[C:14]([N:11]3[CH2:10][CH2:9][CH:8]([C:3]4[CH:4]=[CH:5][CH:6]=[CH:7][C:2]=4[F:1])[CH2:13][CH2:12]3)[C:15]=2[C:22]([F:25])([F:23])[F:24])=[O:41])[CH2:38][CH2:37]1. (5) Given the reactants O[PH2]=O.[P:4]([O-:8])([O-:7])([O-:6])=[O:5].[Ca+2:9].[Ca+2].[Ca+2].[Ca+2].[Ca+2].[Ca+2].[Ca+2].[Ca+2].O.O.O.O.[N+]([O-])([O-])=O.[Ca+2].[N+]([O-])([O-])=O, predict the reaction product. The product is: [P:4]([O-:8])([O-:7])([O-:6])=[O:5].[Ca+2:9].[P:4]([O-:8])([O-:7])([O-:6])=[O:5].[Ca+2:9].[Ca+2:9]. (6) Given the reactants [CH3:1][O:2][C:3]([CH:5]1[C@H:11]([CH3:12])[CH2:10][N:9]([C:13]([O:15][C:16]([CH3:19])([CH3:18])[CH3:17])=[O:14])[C:8]2[CH:20]=[CH:21][CH:22]=[CH:23][C:7]=2[CH2:6]1)=[O:4].O1CCC[CH2:25]1.C([N-]C(C)C)(C)C.[Li+].CI, predict the reaction product. The product is: [CH3:1][O:2][C:3]([C:5]1([CH3:25])[C@H:11]([CH3:12])[CH2:10][N:9]([C:13]([O:15][C:16]([CH3:19])([CH3:17])[CH3:18])=[O:14])[C:8]2[CH:20]=[CH:21][CH:22]=[CH:23][C:7]=2[CH2:6]1)=[O:4]. (7) The product is: [CH3:29][O:30][C:31]([CH:33]1[C:42]2[C:37](=[CH:38][CH:39]=[CH:40][CH:41]=2)[N:36]([C:7]([C:6]2[C:5]([O:4][C:3]3[CH:15]=[C:16]([Cl:19])[CH:17]=[CH:18][C:2]=3[Cl:1])=[N:13][CH:12]=[C:11]([F:14])[CH:10]=2)=[O:8])[CH2:35][CH2:34]1)=[O:32]. Given the reactants [Cl:1][C:2]1[CH:18]=[CH:17][C:16]([Cl:19])=[CH:15][C:3]=1[O:4][C:5]1[N:13]=[CH:12][C:11]([F:14])=[CH:10][C:6]=1[C:7](Cl)=[O:8].C(N(C(C)C)C(C)C)C.[CH3:29][O:30][C:31]([CH:33]1[C:42]2[C:37](=[CH:38][CH:39]=[CH:40][CH:41]=2)[NH:36][CH2:35][CH2:34]1)=[O:32], predict the reaction product.